This data is from Forward reaction prediction with 1.9M reactions from USPTO patents (1976-2016). The task is: Predict the product of the given reaction. (1) The product is: [CH3:1][CH2:2][N:3]([CH2:6][CH2:7][NH:8][C:9]([C:11]1[C:12]([CH3:29])=[C:13](/[CH:17]=[C:18]2/[C:19]3[CH:20]=[C:21]([F:28])[CH:22]=[CH:23][C:24]=3[NH:25][C:26]/2=[O:27])[NH:14][C:15]=1[CH3:16])=[O:10])[CH2:4][CH3:5].[C:38]([O-:40])(=[O:39])/[CH:37]=[CH:36]/[C:35]1[CH:34]=[CH:33][C:32]([OH:41])=[CH:31][CH:30]=1. Given the reactants [CH3:1][CH2:2][N:3]([CH2:6][CH2:7][NH:8][C:9]([C:11]1[C:12]([CH3:29])=[C:13](/[CH:17]=[C:18]2/[C:19]3[CH:20]=[C:21]([F:28])[CH:22]=[CH:23][C:24]=3[NH:25][C:26]/2=[O:27])[NH:14][C:15]=1[CH3:16])=[O:10])[CH2:4][CH3:5].[CH:30]1[C:35](/[CH:36]=[CH:37]/[C:38]([OH:40])=[O:39])=[CH:34][CH:33]=[C:32]([OH:41])[CH:31]=1, predict the reaction product. (2) Given the reactants [OH:1][CH2:2][CH:3]([N:7]1[CH:16]=[CH:15][C:14]2[C:9](=[CH:10][CH:11]=[CH:12][C:13]=2I)[C:8]1=[O:18])[CH:4]([CH3:6])[CH3:5].[NH2:19][CH2:20][C:21]1([OH:28])[CH2:27][CH2:26][CH2:25][CH2:24][CH2:23][CH2:22]1.N12CCCN=C1CCCCC2.[O:40]1CCOC[CH2:41]1, predict the reaction product. The product is: [OH:1][CH2:2][CH:3]([N:7]1[CH:16]=[CH:15][C:14]2[C:13]([C:41]([NH:19][CH2:20][C:21]3([OH:28])[CH2:27][CH2:26][CH2:25][CH2:24][CH2:23][CH2:22]3)=[O:40])=[CH:12][CH:11]=[CH:10][C:9]=2[C:8]1=[O:18])[CH:4]([CH3:6])[CH3:5]. (3) Given the reactants C([Li])CCC.C(NC(C)C)(C)C.[Br:13][C:14]1[C:15]([C:22]([F:25])([F:24])[F:23])=[CH:16][C:17]([O:20][CH3:21])=[N:18][CH:19]=1.FC(F)(F)C1C=CN=C(OC)C=1.BrC1C(C(F)(F)F)=C([Li])C(OC)=NC=1.FC(F)(F)C1C=CN=C(OC)C=1[Li].[CH3:65][O:66][C:67]1[C:74]([O:75][CH3:76])=[C:73]([O:77][CH3:78])[CH:72]=[C:71]([CH3:79])[C:68]=1[CH:69]=[O:70], predict the reaction product. The product is: [CH3:65][O:66][C:67]1[C:74]([O:75][CH3:76])=[C:73]([O:77][CH3:78])[CH:72]=[C:71]([CH3:79])[C:68]=1[CH:69]([C:16]1[C:17]([O:20][CH3:21])=[N:18][CH:19]=[C:14]([Br:13])[C:15]=1[C:22]([F:25])([F:23])[F:24])[OH:70]. (4) Given the reactants [C:1]([C:3]1[CH:4]=[C:5]([C:13]2[O:17][N:16]=[C:15]([C:18]3[C:28]4[O:27][CH2:26][CH2:25][N:24]([C:29]([O:31][C:32]([CH3:35])([CH3:34])[CH3:33])=[O:30])[CH:23]([CH2:36][C:37]([O:39]CC)=[O:38])[C:22]=4[CH:21]=[CH:20][CH:19]=3)[N:14]=2)[CH:6]=[CH:7][C:8]=1[O:9][CH:10]([CH3:12])[CH3:11])#[N:2].[OH-].[Na+], predict the reaction product. The product is: [C:1]([C:3]1[CH:4]=[C:5]([C:13]2[O:17][N:16]=[C:15]([C:18]3[C:28]4[O:27][CH2:26][CH2:25][N:24]([C:29]([O:31][C:32]([CH3:33])([CH3:34])[CH3:35])=[O:30])[CH:23]([CH2:36][C:37]([OH:39])=[O:38])[C:22]=4[CH:21]=[CH:20][CH:19]=3)[N:14]=2)[CH:6]=[CH:7][C:8]=1[O:9][CH:10]([CH3:12])[CH3:11])#[N:2]. (5) Given the reactants C(OC(=O)[NH:7][C:8]1[CH:13]=[CH:12][C:11]([F:14])=[CH:10][C:9]=1[NH:15][C:16](=[O:32])[CH2:17][C:18](=O)[C:19]1[CH:24]=[CH:23][CH:22]=[C:21]([C:25]2[CH:26]=[N:27][CH:28]=[CH:29][CH:30]=2)[CH:20]=1)(C)(C)C.C(O)(C(F)(F)F)=O, predict the reaction product. The product is: [F:14][C:11]1[CH:12]=[CH:13][C:8]2[N:7]=[C:18]([C:19]3[CH:24]=[CH:23][CH:22]=[C:21]([C:25]4[CH:26]=[N:27][CH:28]=[CH:29][CH:30]=4)[CH:20]=3)[CH2:17][C:16](=[O:32])[NH:15][C:9]=2[CH:10]=1. (6) Given the reactants Cl[C:2]1[N:3]=[CH:4][C:5]2[N:11]([CH3:12])[C:10](=[O:13])[C:9]([F:16])([CH:14]=[CH2:15])[CH2:8][N:7]([CH:17]3[CH2:21][CH2:20][CH2:19][CH2:18]3)[C:6]=2[N:22]=1.[NH2:23][C:24]1[CH:32]=[CH:31][C:27]([C:28]([OH:30])=[O:29])=[CH:26][C:25]=1[O:33][CH3:34], predict the reaction product. The product is: [CH:17]1([N:7]2[CH2:8][C:9]([F:16])([CH:14]=[CH2:15])[C:10](=[O:13])[N:11]([CH3:12])[C:5]3[CH:4]=[N:3][C:2]([NH:23][C:24]4[CH:32]=[CH:31][C:27]([C:28]([OH:30])=[O:29])=[CH:26][C:25]=4[O:33][CH3:34])=[N:22][C:6]2=3)[CH2:21][CH2:20][CH2:19][CH2:18]1. (7) The product is: [C:12]([O:16][C:17]([N:19]1[CH2:20][CH2:21][C:22]([C:4](=[O:6])[CH2:3][C:1]#[N:2])([C:28]2[CH:33]=[CH:32][CH:31]=[CH:30][CH:29]=2)[CH2:23][CH2:24]1)=[O:18])([CH3:15])([CH3:13])[CH3:14]. Given the reactants [C:1]([CH2:3][C:4]([OH:6])=O)#[N:2].C([Mg]Cl)(C)C.[C:12]([O:16][C:17]([N:19]1[CH2:24][CH2:23][C:22]([C:28]2[CH:33]=[CH:32][CH:31]=[CH:30][CH:29]=2)(C(O)=O)[CH2:21][CH2:20]1)=[O:18])([CH3:15])([CH3:14])[CH3:13].C(N1C=CN=C1)(N1C=CN=C1)=O, predict the reaction product. (8) The product is: [NH2:19][CH2:20][CH:21]1[CH2:25][CH2:24][CH:23]([CH2:26][NH2:27])[O:22]1. Given the reactants OCC1OC(C=O)=CC=1.O1C(C=O)=CC=C1C=O.[NH2:19][CH2:20][C:21]1[O:22][C:23]([CH2:26][NH2:27])=[CH:24][CH:25]=1, predict the reaction product. (9) The product is: [Br:8][C:6]1[CH:5]=[N:4][CH:3]=[C:2]([C:11]2[CH:12]=[CH:13][CH:14]=[CH:15][C:10]=2[O:9][C:16]2[CH:17]=[CH:18][CH:19]=[CH:20][CH:21]=2)[CH:7]=1. Given the reactants Br[C:2]1[CH:3]=[N:4][CH:5]=[C:6]([Br:8])[CH:7]=1.[O:9]([C:16]1[CH:21]=[CH:20][C:19](B(O)O)=[CH:18][CH:17]=1)[C:10]1[CH:15]=[CH:14][CH:13]=[CH:12][CH:11]=1.C(=O)([O-])[O-].[Na+].[Na+], predict the reaction product. (10) Given the reactants [C:1]([Si:5]([CH3:24])([CH3:23])[O:6][C:7]1[C:8]([F:22])=[C:9](/[CH:14]=[N:15]/[S@@:16]([C:18]([CH3:21])([CH3:20])[CH3:19])=[O:17])[CH:10]=[CH:11][C:12]=1[Cl:13])([CH3:4])([CH3:3])[CH3:2].[CH2:25]1COC[CH2:26]1.CC[Mg+].[Br-], predict the reaction product. The product is: [C:1]([Si:5]([CH3:24])([CH3:23])[O:6][C:7]1[C:8]([F:22])=[C:9]([C@H:14]([NH:15][S@@:16]([C:18]([CH3:21])([CH3:20])[CH3:19])=[O:17])[CH2:25][CH3:26])[CH:10]=[CH:11][C:12]=1[Cl:13])([CH3:4])([CH3:3])[CH3:2].